This data is from Forward reaction prediction with 1.9M reactions from USPTO patents (1976-2016). The task is: Predict the product of the given reaction. (1) Given the reactants [CH3:1][C:2]1[CH:7]=[C:6]([CH3:8])[N:5]2[N:9]=[C:10]([S:12][CH2:13][CH2:14][OH:15])[N:11]=[C:4]2[N:3]=1.[CH3:16][N:17]([CH3:27])[CH2:18][CH2:19][C:20]1[CH:25]=[CH:24][C:23](O)=[CH:22][CH:21]=1, predict the reaction product. The product is: [CH3:1][C:2]1[CH:7]=[C:6]([CH3:8])[N:5]2[N:9]=[C:10]([S:12][CH2:13][CH2:14][O:15][C:23]3[CH:24]=[CH:25][C:20]([CH2:19][CH2:18][N:17]([CH3:16])[CH3:27])=[CH:21][CH:22]=3)[N:11]=[C:4]2[N:3]=1. (2) The product is: [CH2:1]([NH:6][CH2:7][C:8]([OH:10])=[O:9])[CH:2]=[CH:3][CH3:4]. Given the reactants [CH2:1]([NH:6][CH2:7][C:8]([OH:10])=[O:9])[CH:2]=[C:3](C)[CH3:4].C/C=C\C, predict the reaction product. (3) The product is: [Cl:16][C:17]1[CH:22]=[C:21]([CH:7]([C:9]2[CH:14]=[CH:13][CH:12]=[CH:11][C:10]=2[F:15])[CH3:8])[N:20]=[CH:19][N:18]=1. Given the reactants [Cl-].C[SiH](C)C.Br[CH:7]([C:9]1[CH:14]=[CH:13][CH:12]=[CH:11][C:10]=1[F:15])[CH3:8].[Cl:16][C:17]1[CH:22]=[C:21](Cl)[N:20]=[CH:19][N:18]=1.O, predict the reaction product. (4) Given the reactants [Cl:1][C:2]1[CH:3]=[C:4]([NH:8][C:9]([N:11]2[CH2:16][CH2:15][C:14]3[NH:17][N:18]=[C:19]([C:20]([O:22]CC)=[O:21])[C:13]=3[CH2:12]2)=[O:10])[CH:5]=[CH:6][CH:7]=1.[OH-].[Na+].Cl, predict the reaction product. The product is: [Cl:1][C:2]1[CH:3]=[C:4]([NH:8][C:9]([N:11]2[CH2:16][CH2:15][C:14]3[NH:17][N:18]=[C:19]([C:20]([OH:22])=[O:21])[C:13]=3[CH2:12]2)=[O:10])[CH:5]=[CH:6][CH:7]=1.